Task: Predict which catalyst facilitates the given reaction.. Dataset: Catalyst prediction with 721,799 reactions and 888 catalyst types from USPTO (1) The catalyst class is: 2. Product: [CH2:10]([N:17]([CH3:28])[C@H:18]([C:20]([C@:22]([CH3:27])([OH:26])[C:23]([N:29]1[CH2:34][CH2:33][CH2:32][CH2:31][CH2:30]1)=[O:25])=[O:21])[CH3:19])[C:11]1[CH:12]=[CH:13][CH:14]=[CH:15][CH:16]=1. Reactant: C(N(CC)C(C)C)(C)C.[CH2:10]([N:17]([CH3:28])[C@H:18]([C:20]([C@:22]([CH3:27])([OH:26])[C:23]([OH:25])=O)=[O:21])[CH3:19])[C:11]1[CH:16]=[CH:15][CH:14]=[CH:13][CH:12]=1.[NH:29]1[CH2:34][CH2:33][CH2:32][CH2:31][CH2:30]1. (2) Reactant: ClCCl.[CH3:4][C:5]1([CH3:21])[C:9]([CH3:11])([CH3:10])[O:8][B:7]([C:12]2[CH:13]=[C:14]([C:18](=[O:20])[CH3:19])[CH:15]=[CH:16][CH:17]=2)[O:6]1.[Br:22]Br. Product: [Br:22][CH2:19][C:18]([C:14]1[CH:15]=[CH:16][CH:17]=[C:12]([B:7]2[O:6][C:5]([CH3:21])([CH3:4])[C:9]([CH3:10])([CH3:11])[O:8]2)[CH:13]=1)=[O:20]. The catalyst class is: 15. (3) Reactant: Cl[C:2]1[CH:7]=[CH:6][C:5]([N+:8]([O-:10])=[O:9])=[CH:4][C:3]=1[CH3:11].[CH3:12][C:13]1[N:14]=[CH:15][NH:16][CH:17]=1.C(=O)([O-])[O-].[Cs+].[Cs+]. The catalyst class is: 10. Product: [CH3:12][C:13]1[N:14]=[CH:15][N:16]([C:2]2[CH:7]=[CH:6][C:5]([N+:8]([O-:10])=[O:9])=[CH:4][C:3]=2[CH3:11])[CH:17]=1. (4) Reactant: C[O:2][C:3](=O)[NH:4][C:5]1[CH:10]=[CH:9][CH:8]=[CH:7][C:6]=1[C:11](=[O:16])[NH:12][CH:13]1[CH2:15][CH2:14]1.C[O-].[Na+]. Product: [CH:13]1([N:12]2[C:11](=[O:16])[C:6]3[C:5](=[CH:10][CH:9]=[CH:8][CH:7]=3)[NH:4][C:3]2=[O:2])[CH2:15][CH2:14]1. The catalyst class is: 5. (5) Reactant: [CH3:1][N:2]([CH3:19])[CH2:3][CH2:4][N:5]1[CH:14]=[CH:13][C:12]2[C:7](=[CH:8][CH:9]=[CH:10][C:11]=2[N+:15]([O-])=O)[C:6]1=[O:18]. Product: [NH2:15][C:11]1[CH:10]=[CH:9][CH:8]=[C:7]2[C:12]=1[CH:13]=[CH:14][N:5]([CH2:4][CH2:3][N:2]([CH3:19])[CH3:1])[C:6]2=[O:18]. The catalyst class is: 19. (6) Reactant: COC1C=CC(C[N:8]2[C:12]3[N:13]=[CH:14][C:15]4[CH2:16][CH:17]([C:21]([NH:23][C:24]5[CH:29]=[CH:28][CH:27]=[CH:26][CH:25]=5)=[O:22])[CH2:18][CH2:19][C:20]=4[C:11]=3[CH:10]=[N:9]2)=CC=1. Product: [C:24]1([NH:23][C:21]([CH:17]2[CH2:16][C:15]3[CH:14]=[N:13][C:12]4[NH:8][N:9]=[CH:10][C:11]=4[C:20]=3[CH2:19][CH2:18]2)=[O:22])[CH:29]=[CH:28][CH:27]=[CH:26][CH:25]=1. The catalyst class is: 55. (7) Reactant: [CH2:1]([N:3]1[CH:7]=[C:6]([NH:8][C:9]2[N:10]=[CH:11][C:12]3[N:17]=[N:16][N:15]([C:18]4[CH:23]=[CH:22][C:21]([C:24]([OH:27])([CH3:26])[CH3:25])=[CH:20][CH:19]=4)[C:13]=3[N:14]=2)[CH:5]=[N:4]1)[CH3:2].[OH2:28].[C:29]1([CH3:39])C=CC(S(O)(=O)=O)=CC=1.O. The catalyst class is: 196. Product: [CH2:1]([N:3]1[CH:7]=[C:6]([NH:8][C:9]2[N:10]=[CH:11][C:12]3[N:17]=[N:16][N:15]([C:18]4[CH:23]=[CH:22][C:21]([C:24]([CH3:26])([O:27][CH2:39][CH2:29][OH:28])[CH3:25])=[CH:20][CH:19]=4)[C:13]=3[N:14]=2)[CH:5]=[N:4]1)[CH3:2]. (8) Reactant: [F:1][C:2]1[CH:7]=[CH:6][C:5]([OH:8])=[CH:4][CH:3]=1.[H-].[Na+].Br[C:12]1[CH:13]=[C:14]([N+]([O-])=O)[C:15]([C:18]#[N:19])=[N:16][CH:17]=1.[SH:23][C:24]1[N:29]=[CH:28][CH:27]=[CH:26][N:25]=1.[Cl-].[NH4+]. Product: [F:1][C:2]1[CH:7]=[CH:6][C:5]([O:8][C:14]2[C:15]([C:18]#[N:19])=[N:16][CH:17]=[C:12]([S:23][C:24]3[N:29]=[CH:28][CH:27]=[CH:26][N:25]=3)[CH:13]=2)=[CH:4][CH:3]=1. The catalyst class is: 434. (9) Reactant: [C:1](OCC)(=O)CC(OCC)=O.[H-].[Na+].[Br:14][C:15]1[C:16](Cl)=[N:17][CH:18]=[C:19]([N+:21]([O-:23])=[O:22])[CH:20]=1. Product: [Br:14][C:15]1[C:16]([CH3:1])=[N:17][CH:18]=[C:19]([N+:21]([O-:23])=[O:22])[CH:20]=1. The catalyst class is: 1.